From a dataset of Full USPTO retrosynthesis dataset with 1.9M reactions from patents (1976-2016). Predict the reactants needed to synthesize the given product. (1) Given the product [C:1]([C:3]1[CH:8]=[CH:7][C:6]([CH:9]([OH:22])[CH2:10][S:11][C:12]2[NH:16][C:15]([C:17]([O:19][CH2:20][CH3:21])=[O:18])=[CH:14][N:13]=2)=[CH:5][CH:4]=1)#[N:2], predict the reactants needed to synthesize it. The reactants are: [C:1]([C:3]1[CH:8]=[CH:7][C:6]([C:9](=[O:22])[CH2:10][S:11][C:12]2[NH:16][C:15]([C:17]([O:19][CH2:20][CH3:21])=[O:18])=[CH:14][N:13]=2)=[CH:5][CH:4]=1)#[N:2].[BH4-].[Na+]. (2) Given the product [N:22]1[CH:23]=[CH:24][CH:25]=[CH:26][C:21]=1[N:2]1[CH2:7][CH2:6][CH:5]([CH2:8][C:9]([O:11][CH2:12][CH3:13])=[O:10])[CH2:4][CH2:3]1, predict the reactants needed to synthesize it. The reactants are: Cl.[NH:2]1[CH2:7][CH2:6][CH:5]([CH2:8][C:9]([O:11][CH2:12][CH3:13])=[O:10])[CH2:4][CH2:3]1.C([O-])([O-])=O.[K+].[K+].Br[C:21]1[CH:26]=[CH:25][CH:24]=[CH:23][N:22]=1. (3) Given the product [O:33]1[C:30]2([CH2:31][CH2:32][N:28]([C:25]3[N:24]=[C:23]4[N:19]([CH2:18][C:14]5[CH:13]=[C:12]6[C:17](=[CH:16][CH:15]=5)[N:8]=[CH:9][CH:10]=[CH:11]6)[N:20]=[N:21][C:22]4=[N:27][CH:26]=3)[CH2:29]2)[CH2:34]1, predict the reactants needed to synthesize it. The reactants are: [H-].[Na+].[I-].C[S+](C)C.[N:8]1[C:17]2[C:12](=[CH:13][C:14]([CH2:18][N:19]3[C:23]4=[N:24][C:25]([N:28]5[CH2:32][CH2:31][C:30](=[O:33])[CH2:29]5)=[CH:26][N:27]=[C:22]4[N:21]=[N:20]3)=[CH:15][CH:16]=2)[CH:11]=[CH:10][CH:9]=1.[CH2:34]1COCC1. (4) Given the product [NH2:14][C:15]1[CH2:16][C:17]([C:27]([N:29]([CH2:33][CH2:34][CH3:35])[CH2:30][CH2:31][CH3:32])=[O:28])=[CH:18][C:19]2[CH:25]=[CH:24][C:23]([C:5]3[CH:10]=[CH:9][C:1]([O:2][CH2:3][C:5]4[CH:10]=[CH:9][CH:8]=[CH:7][CH:6]=4)=[CH:7][CH:6]=3)=[CH:22][C:20]=2[N:21]=1, predict the reactants needed to synthesize it. The reactants are: [CH3:1][O:2][C:3]([C:5]1[CH:10]=[CH:9][C:8](B(O)O)=[CH:7][CH:6]=1)=O.[NH2:14][C:15]1[CH2:16][C:17]([C:27]([N:29]([CH2:33][CH2:34][CH3:35])[CH2:30][CH2:31][CH3:32])=[O:28])=[CH:18][C:19]2[CH:25]=[CH:24][C:23](Br)=[CH:22][C:20]=2[N:21]=1.C(=O)([O-])[O-].[K+].[K+]. (5) Given the product [Cl:17][C:18]1[CH:23]=[CH:22][C:21]([CH2:24][C:25]([NH:1][N:2]2[N:11]=[C:10]([C:12]([F:15])([F:13])[F:14])[C:9]3[C:4](=[CH:5][CH:6]=[CH:7][CH:8]=3)[C:3]2=[O:16])=[O:26])=[CH:20][CH:19]=1, predict the reactants needed to synthesize it. The reactants are: [NH2:1][N:2]1[N:11]=[C:10]([C:12]([F:15])([F:14])[F:13])[C:9]2[C:4](=[CH:5][CH:6]=[CH:7][CH:8]=2)[C:3]1=[O:16].[Cl:17][C:18]1[CH:23]=[CH:22][C:21]([CH2:24][C:25](Cl)=[O:26])=[CH:20][CH:19]=1. (6) Given the product [F:21][C:22]1[CH:27]=[CH:26][C:25]([S:28]([C:2]2[N:7]=[C:6]3[N:8]([CH2:11][CH2:12][OH:13])[N:9]=[CH:10][C:5]3=[C:4]([NH:14][C:15]3[CH:19]=[C:18]([CH3:20])[NH:17][N:16]=3)[N:3]=2)(=[O:30])=[O:29])=[CH:24][CH:23]=1, predict the reactants needed to synthesize it. The reactants are: Cl[C:2]1[N:7]=[C:6]2[N:8]([CH2:11][CH2:12][OH:13])[N:9]=[CH:10][C:5]2=[C:4]([NH:14][C:15]2[CH:19]=[C:18]([CH3:20])[NH:17][N:16]=2)[N:3]=1.[F:21][C:22]1[CH:27]=[CH:26][C:25]([S:28]([O-:30])=[O:29])=[CH:24][CH:23]=1.[Na+]. (7) Given the product [CH3:19][O:18][C@@H:16]([CH3:17])[CH2:15][N:14]1[C:5]2[C:4]3[CH:3]=[C:2]([C:30]4[CH:31]=[C:32]([C:36]([O:38][CH2:39][CH3:40])=[O:37])[CH:33]=[N:34][CH:35]=4)[CH:11]=[CH:10][C:9]=3[N:8]=[CH:7][C:6]=2[N:12]([CH3:21])[C:13]1=[O:20], predict the reactants needed to synthesize it. The reactants are: Br[C:2]1[CH:11]=[CH:10][C:9]2[N:8]=[CH:7][C:6]3[N:12]([CH3:21])[C:13](=[O:20])[N:14]([CH2:15][C@@H:16]([O:18][CH3:19])[CH3:17])[C:5]=3[C:4]=2[CH:3]=1.CC1(C)C(C)(C)OB([C:30]2[CH:31]=[C:32]([C:36]([O:38][CH2:39][CH3:40])=[O:37])[CH:33]=[N:34][CH:35]=2)O1.C(OCC)(=O)C.[Na].O1CCOCC1.